From a dataset of Forward reaction prediction with 1.9M reactions from USPTO patents (1976-2016). Predict the product of the given reaction. (1) Given the reactants [Br:1][C:2]1[CH:3]=[N:4][C:5]2[N:6]([N:8]=[C:9]([C:11]([OH:13])=O)[CH:10]=2)[CH:7]=1.[Br:14][C:15]1[O:23][C:22]2[CH2:21][CH2:20][NH:19][N:18]([CH3:24])[C:17]=2[CH:16]=1, predict the reaction product. The product is: [Br:14][C:15]1[O:23][C:22]2[CH2:21][CH2:20][N:19]([C:11]([C:9]3[CH:10]=[C:5]4[N:4]=[CH:3][C:2]([Br:1])=[CH:7][N:6]4[N:8]=3)=[O:13])[N:18]([CH3:24])[C:17]=2[CH:16]=1. (2) Given the reactants [CH2:1]([O:5][C:6]1[CH:7]=[C:8]2[C:13](=[CH:14][CH:15]=1)[CH:12]=[C:11]([C:16]1[C:24]3[C:19](=[CH:20][CH:21]=[C:22]([C:25]#[N:26])[CH:23]=3)[NH:18][N:17]=1)[CH:10]=[CH:9]2)[CH2:2][CH2:3][CH3:4].[OH-:27].[Na+].OO.Cl, predict the reaction product. The product is: [CH2:1]([O:5][C:6]1[CH:7]=[C:8]2[C:13](=[CH:14][CH:15]=1)[CH:12]=[C:11]([C:16]1[C:24]3[C:19](=[CH:20][CH:21]=[C:22]([C:25]([NH2:26])=[O:27])[CH:23]=3)[NH:18][N:17]=1)[CH:10]=[CH:9]2)[CH2:2][CH2:3][CH3:4]. (3) The product is: [CH2:4]([O:21][C:20]([C:19]1[C:4]2[O:3][B:2]([OH:1])[C@@H:7]([NH:8][C:9](=[O:15])[CH2:10][CH2:11][C:12](=[O:14])[CH3:13])[CH2:6][C:5]=2[CH:16]=[CH:17][CH:18]=1)=[O:22])[CH:5]([CH3:16])[CH3:6]. Given the reactants [OH:1][B:2]1[C@@H:7]([NH:8][C:9](=[O:15])[CH2:10][CH2:11][C:12](=[O:14])[CH3:13])[CH2:6][C:5]2[CH:16]=[CH:17][CH:18]=[C:19]([C:20]([OH:22])=[O:21])[C:4]=2[O:3]1, predict the reaction product. (4) Given the reactants B(Cl)(Cl)Cl.C(OC([N:12]1[CH2:17][CH2:16][N:15]([C:18]2[C:19]([C:23]3[CH:28]=[CH:27][C:26]([F:29])=[CH:25][C:24]=3[O:30]CC3C=CC=CC=3)=[N:20][NH:21][CH:22]=2)[CH2:14][CH2:13]1)=O)(C)(C)C.C(=O)(O)[O-].[Na+], predict the reaction product. The product is: [F:29][C:26]1[CH:27]=[CH:28][C:23]([C:19]2[C:18]([N:15]3[CH2:16][CH2:17][NH:12][CH2:13][CH2:14]3)=[CH:22][NH:21][N:20]=2)=[C:24]([OH:30])[CH:25]=1. (5) Given the reactants [CH3:1][O:2][C:3]1[CH:4]=[C:5]([NH:11][C:12]([C:14]2[C:19]([F:20])=[CH:18][CH:17]=[CH:16][C:15]=2[F:21])=[S:13])[CH:6]=[C:7]([O:9][CH3:10])[CH:8]=1, predict the reaction product. The product is: [F:21][C:15]1[CH:16]=[CH:17][CH:18]=[C:19]([F:20])[C:14]=1[C:12]1[S:13][C:4]2[C:3]([O:2][CH3:1])=[CH:8][C:7]([O:9][CH3:10])=[CH:6][C:5]=2[N:11]=1. (6) Given the reactants [CH2:1]([O:8][CH2:9][CH2:10][O:11][C:12]1[CH:17]=[CH:16][CH:15]=[CH:14][C:13]=1[CH:18]1[CH2:23][NH:22][CH2:21][CH2:20][CH:19]1[C:24]1[CH:29]=[CH:28][C:27]([O:30][CH3:31])=[CH:26][CH:25]=1)[C:2]1[CH:7]=[CH:6][CH:5]=[CH:4][CH:3]=1.ClC(Cl)(O[C:36](=[O:42])OC(Cl)(Cl)Cl)Cl.C(N(CC)CC)C.Cl.[CH3:52][NH:53][OH:54], predict the reaction product. The product is: [CH2:1]([O:8][CH2:9][CH2:10][O:11][C:12]1[CH:17]=[CH:16][CH:15]=[CH:14][C:13]=1[CH:18]1[CH2:23][N:22]([C:36](=[O:42])[N:53]([OH:54])[CH3:52])[CH2:21][CH2:20][CH:19]1[C:24]1[CH:25]=[CH:26][C:27]([O:30][CH3:31])=[CH:28][CH:29]=1)[C:2]1[CH:7]=[CH:6][CH:5]=[CH:4][CH:3]=1. (7) Given the reactants [CH:1]([O:3][CH2:4][CH3:5])=[CH2:2].S(C1C=CC(C)=CC=1)([O-])(=O)=O.[NH+]1C=CC=CC=1.[OH:23][CH:24]([CH:32]1[CH2:37][CH2:36][C:35](=[O:38])[CH2:34][CH2:33]1)[CH2:25][C:26]1[CH:31]=[CH:30][CH:29]=[CH:28][CH:27]=1, predict the reaction product. The product is: [CH2:1]([O:3][CH:4]([O:23][CH:24]([CH:32]1[CH2:33][CH2:34][C:35](=[O:38])[CH2:36][CH2:37]1)[CH2:25][C:26]1[CH:31]=[CH:30][CH:29]=[CH:28][CH:27]=1)[CH3:5])[CH3:2].